From a dataset of Full USPTO retrosynthesis dataset with 1.9M reactions from patents (1976-2016). Predict the reactants needed to synthesize the given product. (1) Given the product [Br:1][C:2]1[O:6][C:5]([CH:7]([O:13][C:14]2[C:15]([F:24])=[C:16]([C:20]([F:23])=[CH:21][CH:22]=2)[C:17]([NH2:19])=[O:18])[CH2:8][O:9][CH2:10][CH2:39][N:40]2[CH2:41][CH2:43][O:50][CH2:51][CH2:52]2)=[N:4][C:3]=1[C:25]1[CH:30]=[CH:29][C:28]([C:31]([F:33])([F:34])[F:32])=[CH:27][CH:26]=1, predict the reactants needed to synthesize it. The reactants are: [Br:1][C:2]1[O:6][C:5]([CH:7]([O:13][C:14]2[C:15]([F:24])=[C:16]([C:20]([F:23])=[CH:21][CH:22]=2)[C:17]([NH2:19])=[O:18])[CH2:8][O:9][CH2:10]CO)=[N:4][C:3]=1[C:25]1[CH:30]=[CH:29][C:28]([C:31]([F:34])([F:33])[F:32])=[CH:27][CH:26]=1.[BH4-].[Na+].BrC1O[C:41]([CH:43]([O:50][C:51]2[C:52](F)=C(C(F)=CC=2)C(N)=O)COCCOC)=[N:40][C:39]=1C1C=CC(C(F)(F)F)=CC=1. (2) Given the product [O:18]=[C:14]1[N:13]=[CH:12][NH:11][C:10]2[N:9]([C@@H:6]3[O:5][C@@H:4]([O:70][C:69](=[O:68])[N:39]([CH3:30])[CH2:40][CH2:41][NH:42][C:43](=[O:65])[CH2:44][CH2:45]/[CH:46]=[CH:47]\[CH2:48]/[CH:49]=[CH:50]\[CH2:51]/[CH:52]=[CH:53]\[CH2:54]/[CH:55]=[CH:56]\[CH2:57]/[CH:58]=[CH:59]\[CH2:60]/[CH:61]=[CH:62]\[CH2:63][CH3:64])[CH2:8][CH2:7]3)[CH:17]=[N:16][C:15]1=2, predict the reactants needed to synthesize it. The reactants are: C(=O)([O-])OC(C1C=CC([N+]([O-])=O)=CC=1)[C@@H:4]1[CH2:8][CH2:7][C@H:6]([N:9]2[CH:17]=[N:16][C:15]3[C:14](=[O:18])[N:13]=[CH:12][NH:11][C:10]2=3)[O:5]1.[CH3:30]CN(C(C)C)C(C)C.[NH2:39][CH2:40][CH2:41][NH:42][C:43](=[O:65])[CH2:44][CH2:45]/[CH:46]=[CH:47]\[CH2:48]/[CH:49]=[CH:50]\[CH2:51]/[CH:52]=[CH:53]\[CH2:54]/[CH:55]=[CH:56]\[CH2:57]/[CH:58]=[CH:59]\[CH2:60]/[CH:61]=[CH:62]\[CH2:63][CH3:64].CC[O:68][C:69](C)=[O:70]. (3) Given the product [CH:31]1([C:29]([NH:28][C:23]2[N:24]=[CH:25][C:26]3[C:21]([CH:22]=2)=[CH:20][CH:19]=[C:18]([C:13]2[CH:12]=[C:11]([NH:10][C:8](=[O:9])[C:7]4[CH:34]=[CH:35][C:4]([CH:2]([N:37]([CH3:38])[CH3:36])[CH3:3])=[CH:5][CH:6]=4)[CH:16]=[CH:15][C:14]=2[CH3:17])[CH:27]=3)=[O:30])[CH2:33][CH2:32]1, predict the reactants needed to synthesize it. The reactants are: Br[CH:2]([C:4]1[CH:35]=[CH:34][C:7]([C:8]([NH:10][C:11]2[CH:16]=[CH:15][C:14]([CH3:17])=[C:13]([C:18]3[CH:27]=[C:26]4[C:21]([CH:22]=[C:23]([NH:28][C:29]([CH:31]5[CH2:33][CH2:32]5)=[O:30])[N:24]=[CH:25]4)=[CH:20][CH:19]=3)[CH:12]=2)=[O:9])=[CH:6][CH:5]=1)[CH3:3].[CH3:36][NH:37][CH3:38].C(N(CC)CC)C.CN(C)C=O. (4) Given the product [CH3:18][O:17][C:14]1[CH:15]=[C:16]2[C:11]([C:10](/[CH:19]=[CH:20]/[C:21]([NH2:23])=[O:22])=[CH:9][C:8](=[O:24])[N:7]2[CH2:6][CH:2]=[O:1])=[CH:12][CH:13]=1, predict the reactants needed to synthesize it. The reactants are: [O:1]1CCO[CH:2]1[CH2:6][N:7]1[C:16]2[C:11](=[CH:12][CH:13]=[C:14]([O:17][CH3:18])[CH:15]=2)[C:10](/[CH:19]=[CH:20]/[C:21]([NH2:23])=[O:22])=[CH:9][C:8]1=[O:24].FC(F)(F)C(O)=O. (5) The reactants are: [CH2:1]([C:3]1[CH:4]=[C:5]2[C:9](=[CH:10][C:11]=1[CH2:12][CH3:13])[CH2:8][CH:7]([NH:14][CH2:15][C@@H:16]([C:18]1[CH:27]=[CH:26][C:25]([OH:28])=[C:24]3[C:19]=1[CH:20]=[CH:21][C:22](=[O:29])[NH:23]3)[OH:17])[CH2:6]2)[CH3:2].[S:30](=[O:34])(=[O:33])([OH:32])[OH:31]. Given the product [S:30]([OH:34])([OH:33])(=[O:32])=[O:31].[CH2:12]([C:11]1[CH:10]=[C:9]2[C:5](=[CH:4][C:3]=1[CH2:1][CH3:2])[CH2:6][CH:7]([NH:14][CH2:15][C@@H:16]([C:18]1[CH:27]=[CH:26][C:25]([OH:28])=[C:24]3[C:19]=1[CH:20]=[CH:21][C:22](=[O:29])[NH:23]3)[OH:17])[CH2:8]2)[CH3:13], predict the reactants needed to synthesize it. (6) Given the product [Cl:1][C:2]1[CH:7]=[C:6]([C:8]2[O:12][N:11]=[C:10]([CH3:13])[C:9]=2[C:14]([OH:16])=[O:15])[CH:5]=[CH:4][N:3]=1, predict the reactants needed to synthesize it. The reactants are: [Cl:1][C:2]1[CH:7]=[C:6]([C:8]2[O:12][N:11]=[C:10]([CH3:13])[C:9]=2[C:14]([O:16]CC)=[O:15])[CH:5]=[CH:4][N:3]=1.C(O)C.[OH-].[Na+].O. (7) Given the product [Br:37][CH:22]1[C:9]2[C:10](=[N:11][C:12]([C:13]3[CH:18]=[CH:17][CH:16]=[CH:15][CH:14]=3)=[C:7]([C:1]3[CH:2]=[CH:3][CH:4]=[CH:5][CH:6]=3)[N:8]=2)[N:19]([C:23]([O:25][C:26]([CH3:29])([CH3:28])[CH3:27])=[O:24])[CH2:20][CH2:21]1, predict the reactants needed to synthesize it. The reactants are: [C:1]1([C:7]2[N:8]=[C:9]3[CH2:22][CH2:21][CH2:20][N:19]([C:23]([O:25][C:26]([CH3:29])([CH3:28])[CH3:27])=[O:24])[C:10]3=[N:11][C:12]=2[C:13]2[CH:18]=[CH:17][CH:16]=[CH:15][CH:14]=2)[CH:6]=[CH:5][CH:4]=[CH:3][CH:2]=1.C1C(=O)N([Br:37])C(=O)C1.C(OOC(=O)CCCCCCCCCCC)(=O)CCCCCCCCCCC. (8) The reactants are: Cl[C:2]1[C:9]([N+:10]([O-:12])=[O:11])=[CH:8][CH:7]=[C:6]([Cl:13])[C:3]=1[C:4]#[N:5].[NH3:14]. Given the product [NH2:14][C:2]1[C:9]([N+:10]([O-:12])=[O:11])=[CH:8][CH:7]=[C:6]([Cl:13])[C:3]=1[C:4]#[N:5], predict the reactants needed to synthesize it. (9) Given the product [CH2:28]([O:21][CH2:20][C@H:11]1[N:12]([C:13]([O:15][C:16]([CH3:17])([CH3:18])[CH3:19])=[O:14])[C@@H:8]([CH2:7][C:6]([O:5][C:1]([CH3:2])([CH3:3])[CH3:4])=[O:27])[C@@H:9]2[O:24][C:23]([CH3:26])([CH3:25])[O:22][C@H:10]12)[C:29]1[CH:34]=[CH:33][CH:32]=[CH:31][CH:30]=1, predict the reactants needed to synthesize it. The reactants are: [C:1]([O:5][C:6](=[O:27])[CH2:7][CH:8]1[N:12]([C:13]([O:15][C:16]([CH3:19])([CH3:18])[CH3:17])=[O:14])[C@H:11]([CH2:20][OH:21])[C@H:10]2[O:22][C:23]([CH3:26])([CH3:25])[O:24][C@@H:9]12)([CH3:4])([CH3:3])[CH3:2].[CH2:28](Br)[C:29]1[CH:34]=[CH:33][CH:32]=[CH:31][CH:30]=1.[H-].[Na+].